This data is from NCI-60 drug combinations with 297,098 pairs across 59 cell lines. The task is: Regression. Given two drug SMILES strings and cell line genomic features, predict the synergy score measuring deviation from expected non-interaction effect. (1) Drug 1: CCC1=CC2CC(C3=C(CN(C2)C1)C4=CC=CC=C4N3)(C5=C(C=C6C(=C5)C78CCN9C7C(C=CC9)(C(C(C8N6C)(C(=O)OC)O)OC(=O)C)CC)OC)C(=O)OC.C(C(C(=O)O)O)(C(=O)O)O. Drug 2: CN1C2=C(C=C(C=C2)N(CCCl)CCCl)N=C1CCCC(=O)O.Cl. Cell line: HOP-92. Synergy scores: CSS=30.7, Synergy_ZIP=-8.01, Synergy_Bliss=-1.34, Synergy_Loewe=-30.8, Synergy_HSA=1.09. (2) Drug 1: C1=NC2=C(N=C(N=C2N1C3C(C(C(O3)CO)O)F)Cl)N. Drug 2: C1=CC=C(C=C1)NC(=O)CCCCCCC(=O)NO. Cell line: OVCAR-5. Synergy scores: CSS=29.7, Synergy_ZIP=-7.71, Synergy_Bliss=-6.83, Synergy_Loewe=-10.8, Synergy_HSA=-7.26.